From a dataset of Full USPTO retrosynthesis dataset with 1.9M reactions from patents (1976-2016). Predict the reactants needed to synthesize the given product. (1) Given the product [F:15][C:16]([F:28])([F:29])[C:17]1[CH:22]=[CH:21][CH:20]=[CH:19][C:18]=1/[CH:23]=[CH:24]/[C:25]([NH:11][C:10]1[CH:12]=[CH:13][CH:14]=[C:8]([N:5]2[C:6]([CH3:7])=[C:2]([CH3:1])[N:3]=[CH:4]2)[CH:9]=1)=[O:26], predict the reactants needed to synthesize it. The reactants are: [CH3:1][C:2]1[N:3]=[CH:4][N:5]([C:8]2[CH:9]=[C:10]([CH:12]=[CH:13][CH:14]=2)[NH2:11])[C:6]=1[CH3:7].[F:15][C:16]([F:29])([F:28])[C:17]1[CH:22]=[CH:21][CH:20]=[CH:19][C:18]=1[CH:23]=[CH:24][C:25](O)=[O:26].Cl.C(N=C=NCCCN(C)C)C. (2) Given the product [F:1][C:2]1[CH:3]=[C:4]([C:8]2[N:9]([CH2:19][C:20]3[C:29]4[C:24](=[CH:25][CH:26]=[CH:27][CH:28]=4)[CH:23]=[CH:22][CH:21]=3)[C:10]([C:14]([OH:16])=[O:15])=[C:11]([CH3:13])[N:12]=2)[CH:5]=[N:6][CH:7]=1, predict the reactants needed to synthesize it. The reactants are: [F:1][C:2]1[CH:3]=[C:4]([C:8]2[N:9]([CH2:19][C:20]3[C:29]4[C:24](=[CH:25][CH:26]=[CH:27][CH:28]=4)[CH:23]=[CH:22][CH:21]=3)[C:10]([C:14]([O:16]CC)=[O:15])=[C:11]([CH3:13])[N:12]=2)[CH:5]=[N:6][CH:7]=1.[OH-].[Na+].Cl.